This data is from Catalyst prediction with 721,799 reactions and 888 catalyst types from USPTO. The task is: Predict which catalyst facilitates the given reaction. (1) Reactant: [CH2:1]([N:8]1[CH2:13][CH2:12][C:11](=[N:14][NH:15][C:16](=[S:18])[NH2:17])[CH2:10][CH2:9]1)[C:2]1[CH:7]=[CH:6][CH:5]=[CH:4][CH:3]=1.Br[CH2:20][C:21]([C:23]1[CH:28]=[CH:27][C:26]([O:29][CH3:30])=[CH:25][CH:24]=1)=O. Product: [CH2:1]([N:8]1[CH2:13][CH2:12][C:11](=[N:14][NH:15][C:16]2[S:18][CH:20]=[C:21]([C:23]3[CH:28]=[CH:27][C:26]([O:29][CH3:30])=[CH:25][CH:24]=3)[N:17]=2)[CH2:10][CH2:9]1)[C:2]1[CH:3]=[CH:4][CH:5]=[CH:6][CH:7]=1. The catalyst class is: 1. (2) Reactant: [CH2:1]([C:8]1[S:12][C:11]([NH2:13])=[CH:10][C:9]=1[C:14]1[CH:19]=[CH:18][CH:17]=[CH:16][CH:15]=1)[C:2]1[CH:7]=[CH:6][CH:5]=[CH:4][CH:3]=1.[CH3:20][O:21][C:22]1[CH:23]=[C:24]([C:30](=[O:36])[CH2:31][CH2:32][C:33](O)=[O:34])[CH:25]=[CH:26][C:27]=1[O:28][CH3:29].C1C=CC2N(O)N=NC=2C=1.CCN=C=NCCCN(C)C. Product: [CH2:1]([C:8]1[S:12][C:11]([NH:13][C:33](=[O:34])[CH2:32][CH2:31][C:30]([C:24]2[CH:25]=[CH:26][C:27]([O:28][CH3:29])=[C:22]([O:21][CH3:20])[CH:23]=2)=[O:36])=[CH:10][C:9]=1[C:14]1[CH:19]=[CH:18][CH:17]=[CH:16][CH:15]=1)[C:2]1[CH:3]=[CH:4][CH:5]=[CH:6][CH:7]=1. The catalyst class is: 47. (3) Reactant: [S:1]([NH:17][CH2:18][CH2:19][C:20]([OH:22])=O)([C:4]1[C:16]2[CH:15]=[CH:14][CH:13]=[C:9]([N:10]([CH3:12])[CH3:11])[C:8]=2[CH:7]=[CH:6][CH:5]=1)(=[O:3])=[O:2].C(Cl)(=O)C([Cl:26])=O. Product: [S:1]([NH:17][CH2:18][CH2:19][C:20]([Cl:26])=[O:22])([C:4]1[C:16]2[CH:15]=[CH:14][CH:13]=[C:9]([N:10]([CH3:12])[CH3:11])[C:8]=2[CH:7]=[CH:6][CH:5]=1)(=[O:3])=[O:2]. The catalyst class is: 120. (4) Reactant: COCCN(S(F)(F)[F:11])CCOC.[C:14]([O:30][C@@:31]12[N:38]([CH3:39])[C@@H:35]([CH2:36][CH2:37]1)[CH2:34][CH:33]=[CH:32]2)(=[O:29])[C:15]([C:23]1[CH:28]=[CH:27][CH:26]=[CH:25][CH:24]=1)([C:17]1[CH:22]=[CH:21][CH:20]=[CH:19][CH:18]=1)O. Product: [C@@:31]12([OH:30])[N:38]([CH3:39])[C@@H:35]([CH2:36][CH2:37]1)[CH2:34][CH:33]=[CH:32]2.[F:11][C:15]([C:23]1[CH:28]=[CH:27][CH:26]=[CH:25][CH:24]=1)([C:17]1[CH:22]=[CH:21][CH:20]=[CH:19][CH:18]=1)[C:14]([O-:30])=[O:29]. The catalyst class is: 22. (5) Reactant: [C:1]([NH:3][C:4](=[N:12][C:13]1[C:14]([O:19][CH3:20])=[N:15][CH:16]=[CH:17][CH:18]=1)OC1C=CC=CC=1)#[N:2].[CH3:21][O:22][C:23]1[CH:24]=[C:25]([C@@:31]23[CH2:39][CH2:38][C@@H:37]([NH2:40])[CH2:36][C@@H:35]2[N:34]([CH3:41])[CH2:33][CH2:32]3)[CH:26]=[CH:27][C:28]=1[O:29][CH3:30]. Product: [C:1]([NH:3][C:4]([NH:40][C@H:37]1[CH2:36][C@H:35]2[C@:31]([C:25]3[CH:26]=[CH:27][C:28]([O:29][CH3:30])=[C:23]([O:22][CH3:21])[CH:24]=3)([CH2:32][CH2:33][N:34]2[CH3:41])[CH2:39][CH2:38]1)=[N:12][C:13]1[C:14]([O:19][CH3:20])=[N:15][CH:16]=[CH:17][CH:18]=1)#[N:2]. The catalyst class is: 85. (6) Reactant: [Br:1][C:2]1[CH:3]=[C:4]([O:9][C:10]2[C:11]([F:34])=[C:12]([CH:19](C(OC(C)(C)C)=O)[C:20]([O:22]C(C)(C)C)=[O:21])[CH:13]=[CH:14][C:15]=2[N+:16]([O-:18])=[O:17])[CH:5]=[C:6]([Cl:8])[CH:7]=1.C(O)(C(F)(F)F)=O. Product: [Br:1][C:2]1[CH:3]=[C:4]([O:9][C:10]2[C:11]([F:34])=[C:12]([CH2:19][C:20]([OH:22])=[O:21])[CH:13]=[CH:14][C:15]=2[N+:16]([O-:18])=[O:17])[CH:5]=[C:6]([Cl:8])[CH:7]=1. The catalyst class is: 2. (7) Reactant: [Cl:1][C:2]1[N:7]=[CH:6][C:5]([NH:8]C(=O)OC(C)(C)C)=[C:4]([NH:16][CH2:17][CH2:18][O:19][CH2:20][CH2:21][CH3:22])[CH:3]=1.Cl. Product: [Cl:1][C:2]1[N:7]=[CH:6][C:5]([NH2:8])=[C:4]([NH:16][CH2:17][CH2:18][O:19][CH2:20][CH2:21][CH3:22])[CH:3]=1. The catalyst class is: 12. (8) Reactant: [Cl:1][C:2]1[CH:14]=[C:13]2[C:5]([C:6]3[CH2:7][CH2:8][CH2:9][C:10](=[O:22])[C:11]=3[N:12]2C(OC(C)(C)C)=O)=[CH:4][C:3]=1[F:23].C(O)(C(F)(F)F)=O.C([O-])(O)=O.[Na+]. Product: [Cl:1][C:2]1[CH:14]=[C:13]2[C:5]([C:6]3[CH2:7][CH2:8][CH2:9][C:10](=[O:22])[C:11]=3[NH:12]2)=[CH:4][C:3]=1[F:23]. The catalyst class is: 2. (9) Reactant: [F:1][C:2]([F:24])([F:23])[C:3]1[CH:4]=[C:5]([C:13]2[N:17]=[CH:16][N:15](/[CH:18]=[CH:19]\[C:20](O)=[O:21])[N:14]=2)[CH:6]=[C:7]([C:9]([F:12])([F:11])[F:10])[CH:8]=1.Cl.[NH2:26][N:27]1[CH2:31][CH2:30][CH2:29][CH2:28]1.C(P1(=O)OP(CCC)(=O)OP(CCC)(=O)O1)CC.CCN(C(C)C)C(C)C. Product: [F:12][C:9]([F:10])([F:11])[C:7]1[CH:6]=[C:5]([C:13]2[N:17]=[CH:16][N:15](/[CH:18]=[CH:19]\[C:20]([NH:26][N:27]3[CH2:31][CH2:30][CH2:29][CH2:28]3)=[O:21])[N:14]=2)[CH:4]=[C:3]([C:2]([F:1])([F:24])[F:23])[CH:8]=1. The catalyst class is: 795.